This data is from Full USPTO retrosynthesis dataset with 1.9M reactions from patents (1976-2016). The task is: Predict the reactants needed to synthesize the given product. (1) Given the product [ClH:23].[O:1]1[C:5]2[CH:6]=[CH:7][CH:8]=[C:9]([N:10]3[CH2:15][CH2:14][NH:13][CH2:12][CH2:11]3)[C:4]=2[O:3][CH2:2]1, predict the reactants needed to synthesize it. The reactants are: [O:1]1[C:5]2[CH:6]=[CH:7][CH:8]=[C:9]([N:10]3[CH2:15][CH2:14][N:13](C(OC(C)(C)C)=O)[CH2:12][CH2:11]3)[C:4]=2[O:3][CH2:2]1.[ClH:23].O1CCOCC1.C(OC(C)C)(C)C. (2) Given the product [CH2:1]([C@H:8]([NH2:26])[C:9]([N:11]1[CH2:12][CH2:13][CH:14]([O:17][C:18]2[CH:23]=[CH:22][C:21]([F:24])=[C:20]([F:25])[CH:19]=2)[CH2:15][CH2:16]1)=[O:10])[C:2]1[CH:7]=[CH:6][CH:5]=[CH:4][CH:3]=1, predict the reactants needed to synthesize it. The reactants are: [CH2:1]([C@H:8]([NH:26]C(=O)OC(C)(C)C)[C:9]([N:11]1[CH2:16][CH2:15][CH:14]([O:17][C:18]2[CH:23]=[CH:22][C:21]([F:24])=[C:20]([F:25])[CH:19]=2)[CH2:13][CH2:12]1)=[O:10])[C:2]1[CH:7]=[CH:6][CH:5]=[CH:4][CH:3]=1.FC(F)(F)C(O)=O.